Dataset: Full USPTO retrosynthesis dataset with 1.9M reactions from patents (1976-2016). Task: Predict the reactants needed to synthesize the given product. (1) Given the product [O:46]=[C:45]1[C:42]2[CH:43]=[CH:44][N:39]=[CH:40][C:41]=2[C:48](=[O:47])[N:1]1[C:2]1[CH:3]=[CH:4][C:5]([CH2:6][C@@H:7]([C:25]([OH:27])=[O:26])[NH:8][C:9]([C:11]2([CH2:16][C:17]3[CH:18]=[CH:19][C:20]([O:23][CH3:24])=[CH:21][CH:22]=3)[CH2:15][CH2:14][CH2:13][CH2:12]2)=[O:10])=[CH:28][CH:29]=1, predict the reactants needed to synthesize it. The reactants are: [NH2:1][C:2]1[CH:29]=[CH:28][C:5]([CH2:6][C@@H:7]([C:25]([OH:27])=[O:26])[NH:8][C:9]([C:11]2([CH2:16][C:17]3[CH:22]=[CH:21][C:20]([O:23][CH3:24])=[CH:19][CH:18]=3)[CH2:15][CH2:14][CH2:13][CH2:12]2)=[O:10])=[CH:4][CH:3]=1.CCN(C(C)C)C(C)C.[N:39]1[CH:44]=[CH:43][C:42]2[C:45]([O:47][C:48](=O)[C:41]=2[CH:40]=1)=[O:46].C(C1NC=CN=1)(C1NC=CN=1)=O. (2) Given the product [CH3:9][O:10][C:11](=[O:21])[CH:12]([C:14]1[CH:19]=[CH:18][C:17](/[CH:44]=[CH:45]/[C:56](=[O:57])[NH:54][C:36]2[CH:37]=[CH:38][CH:39]=[CH:40][C:41]=2[NH:7][C:6]([O:5][C:1]([CH3:4])([CH3:3])[CH3:2])=[O:8])=[CH:16][CH:15]=1)[OH:13], predict the reactants needed to synthesize it. The reactants are: [C:1]([O:5][C:6](=[O:8])[NH2:7])([CH3:4])([CH3:3])[CH3:2].[CH3:9][O:10][C:11](=[O:21])[CH:12]([C:14]1[CH:19]=[CH:18][C:17](Br)=[CH:16][CH:15]=1)[OH:13].[C:36]1(C)[CH:41]=[CH:40][CH:39]=[CH:38][C:37]=1P([C:36]1[CH:41]=[CH:40][CH:39]=[CH:38][C:37]=1C)[C:36]1[CH:41]=[CH:40][CH:39]=[CH:38][C:37]=1C.[CH3:44][CH2:45]N(CC)CC.[NH4+].[Cl-].C[N:54]([CH:56]=[O:57])C. (3) The reactants are: [C:1]([C:3]1[CH:4]=[C:5]([S:32]([N:35](CC2C=CC(OC)=CC=2OC)[C:36]2[S:40][N:39]=[CH:38][N:37]=2)(=[O:34])=[O:33])[CH:6]=[CH:7][C:8]=1[O:9][C:10]1[CH:15]=[CH:14][C:13]([C:16]2[CH:21]=[CH:20][CH:19]=[CH:18][C:17]=2[C:22]([F:25])([F:24])[F:23])=[CH:12][C:11]=1[C:26]1[CH:31]=[CH:30][N:29]=[N:28][CH:27]=1)#[N:2]. Given the product [C:1]([C:3]1[CH:4]=[C:5]([S:32]([NH:35][C:36]2[S:40][N:39]=[CH:38][N:37]=2)(=[O:33])=[O:34])[CH:6]=[CH:7][C:8]=1[O:9][C:10]1[CH:15]=[CH:14][C:13]([C:16]2[CH:21]=[CH:20][CH:19]=[CH:18][C:17]=2[C:22]([F:25])([F:23])[F:24])=[CH:12][C:11]=1[C:26]1[CH:31]=[CH:30][N:29]=[N:28][CH:27]=1)#[N:2], predict the reactants needed to synthesize it. (4) Given the product [NH:6]([C:18]([O:20][C:21]([CH3:23])([CH3:22])[CH3:24])=[O:19])[C@H:7]([C:9]([NH:11][C@H:12]([C:14]([OH:16])=[O:15])[CH3:13])=[O:10])[CH3:8], predict the reactants needed to synthesize it. The reactants are: O[Li].O.CO.[NH:6]([C:18]([O:20][C:21]([CH3:24])([CH3:23])[CH3:22])=[O:19])[C@H:7]([C:9]([NH:11][C@H:12]([C:14]([O:16]C)=[O:15])[CH3:13])=[O:10])[CH3:8].C(O)(=O)CC(CC(O)=O)(C(O)=O)O. (5) Given the product [F:35][C:33]1[CH:32]=[C:31]([F:36])[CH:30]=[C:29]2[C:34]=1[C:25]([NH:1][C:2]1[CH:7]=[C:6]([N:8]3[CH2:13][CH2:12][O:11][CH2:10][CH2:9]3)[N:5]=[CH:4][C:3]=1[C:14]1[CH:21]=[CH:20][C:17]([C:18]#[N:19])=[C:16]([O:22][CH3:23])[CH:15]=1)=[C:26]([CH3:43])[C:27]([C:37]1[CH:42]=[CH:41][CH:40]=[CH:39][N:38]=1)=[N:28]2, predict the reactants needed to synthesize it. The reactants are: [NH2:1][C:2]1[CH:7]=[C:6]([N:8]2[CH2:13][CH2:12][O:11][CH2:10][CH2:9]2)[N:5]=[CH:4][C:3]=1[C:14]1[CH:21]=[CH:20][C:17]([C:18]#[N:19])=[C:16]([O:22][CH3:23])[CH:15]=1.Cl[C:25]1[C:34]2[C:29](=[CH:30][C:31]([F:36])=[CH:32][C:33]=2[F:35])[N:28]=[C:27]([C:37]2[CH:42]=[CH:41][CH:40]=[CH:39][N:38]=2)[C:26]=1[CH3:43].C1(P(C2CCCCC2)C2C=CC=CC=2C2C(C(C)C)=CC(C(C)C)=CC=2C(C)C)CCCCC1.CC(C)([O-])C.[Na+]. (6) Given the product [CH3:10][N:11]1[C:7]([NH2:8])=[CH:6][C:5]([C:2]2([CH3:1])[CH2:4][CH2:3]2)=[N:12]1, predict the reactants needed to synthesize it. The reactants are: [CH3:1][C:2]1([C:5](=O)[CH2:6][C:7]#[N:8])[CH2:4][CH2:3]1.[CH3:10][NH:11][NH2:12]. (7) Given the product [ClH:1].[NH2:16][C:4]1[C:5]2[O:9][C:8]([C:10]([O:12][CH2:13][CH3:14])=[O:11])=[CH:7][C:6]=2[CH:15]=[C:2]([Cl:1])[CH:3]=1, predict the reactants needed to synthesize it. The reactants are: [Cl:1][C:2]1[CH:3]=[C:4]([N+:16]([O-])=O)[C:5]2[O:9][C:8]([C:10]([O:12][CH2:13][CH3:14])=[O:11])=[CH:7][C:6]=2[CH:15]=1.[H][H]. (8) The reactants are: Br[C:2]1[CH:3]=[C:4]([N:8]2[C:16]3[C:11](=[CH:12][C:13]([O:17][C@H:18]([C:28]4[CH:29]=[N:30][C:31]([O:34][CH3:35])=[CH:32][CH:33]=4)[C@@H:19]([NH:21][C:22](=[O:27])[C:23]([F:26])([F:25])[CH3:24])[CH3:20])=[CH:14][CH:15]=3)[CH:10]=[N:9]2)[CH:5]=[CH:6][CH:7]=1.[NH2:36][C:37]1[CH:38]=[N:39][CH:40]=[CH:41][CH:42]=1.F[B-](F)(F)F.C([PH+](C(C)(C)C)C(C)(C)C)(C)(C)C.C1C[O:64][CH2:63]C1. Given the product [F:26][C:23]([F:25])([CH3:24])[C:22]([NH:21][C@@H:19]([CH3:20])[C@H:18]([O:17][C:13]1[CH:12]=[C:11]2[C:16](=[CH:15][CH:14]=1)[N:8]([C:4]1[CH:3]=[C:2]([CH:7]=[CH:6][CH:5]=1)[C:63]([NH:36][C:37]1[CH:38]=[N:39][CH:40]=[CH:41][CH:42]=1)=[O:64])[N:9]=[CH:10]2)[C:28]1[CH:29]=[N:30][C:31]([O:34][CH3:35])=[CH:32][CH:33]=1)=[O:27], predict the reactants needed to synthesize it.